Dataset: Reaction yield outcomes from USPTO patents with 853,638 reactions. Task: Predict the reaction yield, written as a fraction of the theoretical maximum amount of product (1.0 means a 100% yield; for example, 0.34 means a 34% yield). The reactants are [C:1]([C:3]1[CH:11]=[CH:10][C:6]([C:7]([OH:9])=[O:8])=[CH:5][CH:4]=1)#[N:2].S(=O)(=O)(O)O.[CH2:17](O)[CH3:18]. No catalyst specified. The product is [C:1]([C:3]1[CH:11]=[CH:10][C:6]([C:7]([O:9][CH2:17][CH3:18])=[O:8])=[CH:5][CH:4]=1)#[N:2]. The yield is 0.730.